From a dataset of Catalyst prediction with 721,799 reactions and 888 catalyst types from USPTO. Predict which catalyst facilitates the given reaction. (1) Reactant: [C:1]([O:5][C:6]([NH:8][C@@H:9]1[CH2:13][CH2:12][C@H:11]([C:14]([OH:16])=O)[CH2:10]1)=[O:7])([CH3:4])([CH3:3])[CH3:2].[NH2:17][C:18]1[CH:27]=[CH:26][C:25]2[C:20](=[CH:21][CH:22]=[CH:23][CH:24]=2)[N:19]=1.CCN=C=NCCCN(C)C.C1C=CC2N(O)N=NC=2C=1.C(N(C(C)C)CC)(C)C. Product: [C:1]([O:5][C:6](=[O:7])[NH:8][C@H:9]1[CH2:13][CH2:12][C@@H:11]([C:14](=[O:16])[NH:17][C:18]2[CH:27]=[CH:26][C:25]3[C:20](=[CH:21][CH:22]=[CH:23][CH:24]=3)[N:19]=2)[CH2:10]1)([CH3:2])([CH3:3])[CH3:4]. The catalyst class is: 39. (2) Reactant: C(OC([N:8]1[CH:16]2[CH2:17][O:18][CH2:19][CH:9]1[C:10]1[CH:11]=[N:12][O:13][C:14]=1[CH:15]2[F:20])=O)(C)(C)C. Product: [F:20][CH:15]1[CH:16]2[NH:8][CH:9]([CH2:19][O:18][CH2:17]2)[C:10]2[CH:11]=[N:12][O:13][C:14]1=2. The catalyst class is: 137. (3) Reactant: C(OC(=O)[CH2:5][NH:6][C:7]([C:9]1[C:14](=[O:15])[N:13]([CH2:16][C:17]2[CH:22]=[CH:21][CH:20]=[CH:19][C:18]=2[CH3:23])[C:12]([OH:24])=[C:11]([C:25](OC)=[O:26])[C:10]=1[OH:29])=[O:8])C.OC1N(C[C:45]2[CH:50]=[CH:49][CH:48]=[CH:47]C=2C)C(=O)C=C(O)C=1C(OC)=O.C(N(C(C)C)CC)(C)C.[N:61]([CH2:64][C:65]([O:67]CC)=[O:66])=C=O. Product: [CH:5]1([NH:6][C:7]([C:9]2[C:10]([OH:29])=[C:11]([C:25]([NH:61][CH2:64][C:65]([OH:67])=[O:66])=[O:26])[C:12](=[O:24])[N:13]([CH2:16][C:17]3[CH:22]=[CH:21][CH:20]=[CH:19][C:18]=3[CH3:23])[C:14]=2[OH:15])=[O:8])[CH2:47][CH2:48][CH2:49][CH2:50][CH2:45]1. The catalyst class is: 22. (4) Reactant: Cl.[F:2][C:3]1[CH:8]=[C:7]([S:9]([CH3:12])(=[O:11])=[O:10])[CH:6]=[CH:5][C:4]=1[C:13]1[CH:18]=[CH:17][C:16]([O:19][CH2:20][CH:21]2[CH2:26][CH2:25][NH:24][CH2:23][CH2:22]2)=[CH:15][CH:14]=1.Cl[C:28]1[N:33]=[CH:32][C:31]([Br:34])=[CH:30][N:29]=1.C([O-])([O-])=O.[K+].[K+]. Product: [Br:34][C:31]1[CH:30]=[N:29][C:28]([N:24]2[CH2:25][CH2:26][CH:21]([CH2:20][O:19][C:16]3[CH:15]=[CH:14][C:13]([C:4]4[CH:5]=[CH:6][C:7]([S:9]([CH3:12])(=[O:11])=[O:10])=[CH:8][C:3]=4[F:2])=[CH:18][CH:17]=3)[CH2:22][CH2:23]2)=[N:33][CH:32]=1. The catalyst class is: 16. (5) Reactant: CC1(C)C(C)(C)OB([C:9]2[C:18]3[C:13](=[CH:14][CH:15]=[C:16]([C:19]([O:21][CH3:22])=[O:20])[CH:17]=3)[O:12][CH2:11][CH:10]=2)O1.Br[C:25]1[CH:32]=[CH:31][C:28]([C:29]#[N:30])=[CH:27][C:26]=1[CH3:33].[F-].[Cs+]. Product: [C:29]([C:28]1[CH:31]=[CH:32][C:25]([C:9]2[C:18]3[C:13](=[CH:14][CH:15]=[C:16]([C:19]([O:21][CH3:22])=[O:20])[CH:17]=3)[O:12][CH2:11][CH:10]=2)=[C:26]([CH3:33])[CH:27]=1)#[N:30]. The catalyst class is: 622. (6) Reactant: C1(C)C=CC=CC=1.[F:8][C:9]1[CH:14]=[CH:13][C:12]([N:15]=[C:16]=[O:17])=[CH:11][CH:10]=1.[CH3:18][O:19][C:20]([C:22]1[O:38][C:25]2=[N:26][CH:27]=[CH:28][C:29]([O:30][C:31]3[CH:36]=[CH:35][C:34]([NH2:37])=[CH:33][CH:32]=3)=[C:24]2[CH:23]=1)=[O:21]. The catalyst class is: 10. Product: [CH3:18][O:19][C:20]([C:22]1[O:38][C:25]2=[N:26][CH:27]=[CH:28][C:29]([O:30][C:31]3[CH:36]=[CH:35][C:34]([NH:37][C:16]([NH:15][C:12]4[CH:13]=[CH:14][C:9]([F:8])=[CH:10][CH:11]=4)=[O:17])=[CH:33][CH:32]=3)=[C:24]2[CH:23]=1)=[O:21]. (7) Reactant: [ClH:1].C(OC([N:9]1[CH2:14][CH:13]=[C:12]([C:15]2[NH:34][C:18]3[N:19]=[CH:20][N:21]=[C:22]([NH:23][C:24]4[CH:25]=[C:26]5[C:30](=[CH:31][CH:32]=4)[N:29]([CH3:33])[N:28]=[CH:27]5)[C:17]=3[CH:16]=2)[CH2:11][CH2:10]1)=O)(C)(C)C. Product: [ClH:1].[ClH:1].[ClH:1].[CH3:33][N:29]1[C:30]2[C:26](=[CH:25][C:24]([NH:23][C:22]3[C:17]4[CH:16]=[C:15]([C:12]5[CH2:13][CH2:14][NH:9][CH2:10][CH:11]=5)[NH:34][C:18]=4[N:19]=[CH:20][N:21]=3)=[CH:32][CH:31]=2)[CH:27]=[N:28]1. The catalyst class is: 12.